Dataset: NCI-60 drug combinations with 297,098 pairs across 59 cell lines. Task: Regression. Given two drug SMILES strings and cell line genomic features, predict the synergy score measuring deviation from expected non-interaction effect. Drug 1: COC1=CC(=CC(=C1O)OC)C2C3C(COC3=O)C(C4=CC5=C(C=C24)OCO5)OC6C(C(C7C(O6)COC(O7)C8=CC=CS8)O)O. Drug 2: C1CN(P(=O)(OC1)NCCCl)CCCl. Cell line: RXF 393. Synergy scores: CSS=19.1, Synergy_ZIP=-1.89, Synergy_Bliss=1.27, Synergy_Loewe=-54.6, Synergy_HSA=1.11.